From a dataset of Full USPTO retrosynthesis dataset with 1.9M reactions from patents (1976-2016). Predict the reactants needed to synthesize the given product. (1) Given the product [Br:24][C:25]1[CH:26]=[CH:27][C:28]([O:29][CH2:30][C@H:31]2[CH2:32][CH2:33][C@H:34]([O:37][CH:38]3[CH2:43][CH2:42][CH2:41][CH2:40][O:39]3)[CH2:35][CH2:36]2)=[CH:44][CH:45]=1, predict the reactants needed to synthesize it. The reactants are: O1CCCCC1O[C@H]1CC[C@H](CO)CC1.BrC1C=CC(O)=CC=1.[Br:24][C:25]1[CH:45]=[CH:44][C:28]([O:29][CH2:30][C@@H:31]2[CH2:36][CH2:35][C@H:34]([O:37][CH:38]3[CH2:43][CH2:42][CH2:41][CH2:40][O:39]3)[CH2:33][CH2:32]2)=[CH:27][CH:26]=1. (2) Given the product [C:1]12([C:11]3[CH:12]=[C:13]([C:19]4[CH:20]=[C:21]([CH:24]=[CH:25][CH:26]=4)[CH:22]=[C:33]4[S:27][C:28]([N:37]5[CH2:38][C@H:39]([CH3:41])[O:40][C@H:35]([CH3:34])[CH2:36]5)=[N:30][C:31]4=[O:32])[CH:14]=[C:15]([F:18])[C:16]=3[OH:17])[CH2:10][CH:5]3[CH2:4][CH:3]([CH2:9][CH:7]([CH2:6]3)[CH2:8]1)[CH2:2]2, predict the reactants needed to synthesize it. The reactants are: [C:1]12([C:11]3[CH:12]=[C:13]([C:19]4[CH:20]=[C:21]([CH:24]=[CH:25][CH:26]=4)[CH:22]=O)[CH:14]=[C:15]([F:18])[C:16]=3[OH:17])[CH2:10][CH:5]3[CH2:6][CH:7]([CH2:9][CH:3]([CH2:4]3)[CH2:2]1)[CH2:8]2.[S:27]1[CH2:33][C:31](=[O:32])[NH:30][C:28]1=S.[CH3:34][CH:35]1[O:40][CH:39]([CH3:41])[CH2:38][NH:37][CH2:36]1. (3) Given the product [CH3:13][N:14]1[C:23]2[C:18](=[CH:19][C:20]([C:3]3[CH:12]=[N:11][CH:10]=[C:9]4[C:4]=3[CH2:5][CH2:6][CH2:7][NH:8]4)=[CH:21][CH:22]=2)[CH2:17][CH2:16][C:15]1=[O:33], predict the reactants needed to synthesize it. The reactants are: Cl.Br[C:3]1[CH:12]=[N:11][CH:10]=[C:9]2[C:4]=1[CH2:5][CH2:6][CH2:7][NH:8]2.[CH3:13][N:14]1[C:23]2[C:18](=[CH:19][C:20](B3OC(C)(C)C(C)(C)O3)=[CH:21][CH:22]=2)[CH2:17][CH2:16][C:15]1=[O:33].CN(C=O)C.C([O-])([O-])=O.[Na+].[Na+]. (4) Given the product [CH2:18]([O:20][C:21](=[O:29])[CH:22]([O:8][C:5]1[CH:6]=[CH:7][C:2]([Cl:1])=[CH:3][C:4]=1[N+:9]([O-:11])=[O:10])[C:23]([O:25][CH2:26][CH3:27])=[O:24])[CH3:19], predict the reactants needed to synthesize it. The reactants are: [Cl:1][C:2]1[CH:7]=[CH:6][C:5]([OH:8])=[C:4]([N+:9]([O-:11])=[O:10])[CH:3]=1.C([O-])([O-])=O.[K+].[K+].[CH2:18]([O:20][C:21](=[O:29])[CH:22](Br)[C:23]([O:25][CH2:26][CH3:27])=[O:24])[CH3:19]. (5) Given the product [CH:33]1([NH:35][C:26]([C:21]2[N:20]=[N:19][N:18]([C:15]3[CH:14]=[CH:13][C:12]([C:10]([NH:9][CH2:8][CH2:7][N:1]4[CH2:6][CH2:5][CH2:4][CH2:3][CH2:2]4)=[O:11])=[CH:17][CH:16]=3)[C:22]=2[CH2:23][CH2:24][CH3:25])=[O:28])[CH2:34][CH2:32]1, predict the reactants needed to synthesize it. The reactants are: [N:1]1([CH2:7][CH2:8][NH:9][C:10]([C:12]2[CH:17]=[CH:16][C:15]([N:18]3[C:22]([CH2:23][CH2:24][CH3:25])=[C:21]([C:26]([OH:28])=O)[N:20]=[N:19]3)=[CH:14][CH:13]=2)=[O:11])[CH2:6][CH2:5][CH2:4][CH2:3][CH2:2]1.C1C=C[C:32]2N(O)N=[N:35][C:33]=2[CH:34]=1.C1(N)CC1.CCN=C=NCCCN(C)C. (6) Given the product [Cl:21][CH2:22][C:23]([NH:13][C@@H:9]1[CH2:8][O:7][C:6]2=[N:5][C:4]([N+:1]([O-:3])=[O:2])=[CH:12][N:11]2[CH2:10]1)=[O:24], predict the reactants needed to synthesize it. The reactants are: [N+:1]([C:4]1[N:5]=[C:6]2[N:11]([CH:12]=1)[CH2:10][CH:9]([NH2:13])[CH2:8][O:7]2)([O-:3])=[O:2].C(N(CC)CC)C.[Cl:21][CH2:22][C:23](Cl)=[O:24].C(=O)(O)[O-].[Na+]. (7) Given the product [CH3:23][C:20]1[CH:21]=[CH:22][C:17]([S:14]([O:13][CH2:12][CH:9]2[O:8][C:7]3[C:2]([NH2:1])=[C:3]([NH2:24])[CH:4]=[CH:5][C:6]=3[O:11][CH2:10]2)(=[O:16])=[O:15])=[CH:18][CH:19]=1, predict the reactants needed to synthesize it. The reactants are: [NH2:1][C:2]1[C:7]2[O:8][C@@H:9]([CH2:12][O:13][S:14]([C:17]3[CH:22]=[CH:21][C:20]([CH3:23])=[CH:19][CH:18]=3)(=[O:16])=[O:15])[CH2:10][O:11][C:6]=2[CH:5]=[CH:4][C:3]=1[N+:24]([O-])=O.Cl.C(O)(C)C.[H][H]. (8) The reactants are: [CH3:1][C:2]1([C:16]([OH:18])=O)[C:15]2[CH:14]=[CH:13][CH:12]=[CH:11][C:10]=2[O:9][C:8]2[C:3]1=[CH:4][CH:5]=[CH:6][CH:7]=2.C1CN([P+](ON2N=NC3C=CC=CC2=3)(N2CCCC2)N2CCCC2)CC1.F[P-](F)(F)(F)(F)F.[CH2:52]([NH2:59])[C:53]1[CH:58]=[CH:57][CH:56]=[CH:55][CH:54]=1.C([O-])(O)=O.[Na+]. Given the product [CH2:52]([NH:59][C:16]([C:2]1([CH3:1])[C:15]2[CH:14]=[CH:13][CH:12]=[CH:11][C:10]=2[O:9][C:8]2[C:3]1=[CH:4][CH:5]=[CH:6][CH:7]=2)=[O:18])[C:53]1[CH:58]=[CH:57][CH:56]=[CH:55][CH:54]=1, predict the reactants needed to synthesize it.